From a dataset of Reaction yield outcomes from USPTO patents with 853,638 reactions. Predict the reaction yield, written as a fraction of the theoretical maximum amount of product (1.0 means a 100% yield; for example, 0.34 means a 34% yield). (1) The reactants are [Cl:1][C:2]1[CH:3]=[C:4]([O:12][C:13]2[CH:20]=[CH:19][C:16]([CH:17]=O)=[CH:15][CH:14]=2)[CH:5]=[C:6]([C:8]([F:11])([F:10])[F:9])[CH:7]=1.[H-].[Na+].[CH2:23]1COCC1. The catalyst is [Br-].C[P+](C1C=CC=CC=1)(C1C=CC=CC=1)C1C=CC=CC=1. The product is [Cl:1][C:2]1[CH:7]=[C:6]([C:8]([F:11])([F:10])[F:9])[CH:5]=[C:4]([O:12][C:13]2[CH:20]=[CH:19][C:16]([CH:17]=[CH2:23])=[CH:15][CH:14]=2)[CH:3]=1. The yield is 0.800. (2) The reactants are Br.Br[CH2:3][C:4]([C:6]1[CH:11]=[CH:10][N:9]=[CH:8][C:7]=1[CH3:12])=O.[CH3:13][C:14]1[CH:15]=[C:16]([NH:20][C:21]([NH2:23])=[S:22])[CH:17]=[CH:18][CH:19]=1.N. The catalyst is CCO.O. The product is [CH3:13][C:14]1[CH:15]=[C:16]([NH:20][C:21]2[S:22][CH:3]=[C:4]([C:6]3[CH:11]=[CH:10][N:9]=[CH:8][C:7]=3[CH3:12])[N:23]=2)[CH:17]=[CH:18][CH:19]=1. The yield is 0.830.